From a dataset of Forward reaction prediction with 1.9M reactions from USPTO patents (1976-2016). Predict the product of the given reaction. (1) Given the reactants [Cl:1][C:2]1[CH:3]=[C:4]([C:9]2[CH:10]=[C:11]([C:22]([O:24][CH2:25][CH3:26])=[O:23])[O:12][C:13]=2[C:14]2[CH:19]=[CH:18][CH:17]=[C:16](C#N)[CH:15]=2)[CH:5]=[C:6](F)[CH:7]=1.BrC1C=C(C(OCC)=O)OC=1C1C=CC=C([Cl:39])C=1, predict the reaction product. The product is: [Cl:1][C:2]1[CH:3]=[C:4]([C:9]2[CH:10]=[C:11]([C:22]([O:24][CH2:25][CH3:26])=[O:23])[O:12][C:13]=2[C:14]2[CH:19]=[CH:18][CH:17]=[C:16]([Cl:39])[CH:15]=2)[CH:5]=[CH:6][CH:7]=1. (2) Given the reactants [Br:1][C:2]1[CH:3]=[C:4]([S:9](Cl)(=[O:11])=[O:10])[CH:5]=[C:6]([CH3:8])[CH:7]=1.[CH3:13][NH:14][CH3:15], predict the reaction product. The product is: [Br:1][C:2]1[CH:3]=[C:4]([S:9]([N:14]([CH3:15])[CH3:13])(=[O:11])=[O:10])[CH:5]=[C:6]([CH3:8])[CH:7]=1. (3) Given the reactants NCCCC(NC1C=C2C(=CC=1)N=CN=C2NC1C=CC(OCC2C=CC=C(F)C=2)=C(Cl)C=1)=O.C(OC(=O)[NH:41][CH2:42][CH2:43][CH2:44][C:45](=[O:66])[NH:46][C:47]1[CH:48]=[C:49]2[C:54](=[CH:55][CH:56]=1)[N:53]=[CH:52][N:51]=[C:50]2[NH:57][C:58]1[CH:63]=[CH:62][C:61]([F:64])=[C:60]([Cl:65])[CH:59]=1)(C)(C)C, predict the reaction product. The product is: [NH2:41][CH2:42][CH2:43][CH2:44][C:45]([NH:46][C:47]1[CH:48]=[C:49]2[C:54](=[CH:55][CH:56]=1)[N:53]=[CH:52][N:51]=[C:50]2[NH:57][C:58]1[CH:63]=[CH:62][C:61]([F:64])=[C:60]([Cl:65])[CH:59]=1)=[O:66]. (4) Given the reactants [C@@H:1]12[CH2:6][C@@H:5]1[CH2:4][NH:3][C@@H:2]2[CH2:7][NH:8][C:9]([C:11]1[CH:12]=[CH:13][CH:14]=[C:15]2[O:19][CH:18]=[CH:17][C:16]=12)=[O:10].[CH3:20][O:21][C:22]1[CH:23]=[C:24]([C:28]2[C:29]([C:34](O)=[O:35])=[CH:30][CH:31]=[CH:32][CH:33]=2)[CH:25]=[CH:26][CH:27]=1, predict the reaction product. The product is: [CH3:20][O:21][C:22]1[CH:23]=[C:24]([C:28]2[C:29]([C:34]([N:3]3[CH2:4][C@@H:5]4[C@@H:1]([CH2:6]4)[C@H:2]3[CH2:7][NH:8][C:9]([C:11]3[CH:12]=[CH:13][CH:14]=[C:15]4[O:19][CH:18]=[CH:17][C:16]=34)=[O:10])=[O:35])=[CH:30][CH:31]=[CH:32][CH:33]=2)[CH:25]=[CH:26][CH:27]=1. (5) Given the reactants [F:1][C:2]1[C:9]([OH:10])=[CH:8][CH:7]=[C:6]([I:11])[C:3]=1[C:4]#[N:5].Br[CH2:13][CH2:14][O:15][CH3:16].C([O-])([O-])=O.[K+].[K+], predict the reaction product. The product is: [F:1][C:2]1[C:9]([O:10][CH2:13][CH2:14][O:15][CH3:16])=[CH:8][CH:7]=[C:6]([I:11])[C:3]=1[C:4]#[N:5]. (6) Given the reactants Br[C:2]1[CH:7]=[CH:6][C:5]([NH:8][C:9](=[O:15])[CH:10]([CH2:13][CH3:14])[CH2:11][CH3:12])=[C:4]([F:16])[CH:3]=1.[CH2:17]([NH:19][C:20](=[O:34])[CH:21]([C:28]1[CH:33]=[CH:32][CH:31]=[CH:30][CH:29]=1)[N:22]1[CH2:27][CH2:26][NH:25][CH2:24][CH2:23]1)[CH3:18].C1(P(C2CCCCC2)C2C=CC=CC=2C2C=CC=CC=2)CCCCC1.CC(C)([O-])C.[Na+], predict the reaction product. The product is: [CH2:11]([CH:10]([CH2:13][CH3:14])[C:9]([NH:8][C:5]1[CH:6]=[CH:7][C:2]([N:25]2[CH2:24][CH2:23][N:22]([CH:21]([C:20](=[O:34])[NH:19][CH2:17][CH3:18])[C:28]3[CH:33]=[CH:32][CH:31]=[CH:30][CH:29]=3)[CH2:27][CH2:26]2)=[CH:3][C:4]=1[F:16])=[O:15])[CH3:12]. (7) Given the reactants [NH2:1][C:2]1[CH:7]=[CH:6][C:5]([C:8](=[O:26])[CH2:9][N:10]2[C:14](=[O:15])[C:13]([C:19]3[CH:24]=[CH:23][CH:22]=[CH:21][CH:20]=3)([CH2:16][CH2:17][CH3:18])[N:12]=[C:11]2[CH3:25])=[C:4]([F:27])[CH:3]=1.[N:28]([C:31]1[C:32]([CH3:37])=[N:33][O:34][C:35]=1[CH3:36])=[C:29]=[O:30], predict the reaction product. The product is: [CH3:37][C:32]1[C:31]([NH:28][C:29]([NH:1][C:2]2[CH:7]=[CH:6][C:5]([C:8](=[O:26])[CH2:9][N:10]3[C:14](=[O:15])[C:13]([C:19]4[CH:24]=[CH:23][CH:22]=[CH:21][CH:20]=4)([CH2:16][CH2:17][CH3:18])[N:12]=[C:11]3[CH3:25])=[C:4]([F:27])[CH:3]=2)=[O:30])=[C:35]([CH3:36])[O:34][N:33]=1.